Dataset: Catalyst prediction with 721,799 reactions and 888 catalyst types from USPTO. Task: Predict which catalyst facilitates the given reaction. (1) The catalyst class is: 285. Reactant: [C:1]([NH:5][S:6]([C:9]1[CH:10]=[C:11]([C:15]2[N:20]=[C:19]([C:21]([NH:23]O)=[NH:22])[CH:18]=[CH:17][CH:16]=2)[CH:12]=[CH:13][CH:14]=1)(=[O:8])=[O:7])([CH3:4])([CH3:3])[CH3:2].[C:25]([O:28]C(=O)C)(=[O:27])[CH3:26].[H][H]. Product: [C:25]([O-:28])(=[O:27])[CH3:26].[C:1]([NH:5][S:6]([C:9]1[CH:10]=[C:11]([C:15]2[N:20]=[C:19]([C:21]([NH2:23])=[NH2+:22])[CH:18]=[CH:17][CH:16]=2)[CH:12]=[CH:13][CH:14]=1)(=[O:8])=[O:7])([CH3:4])([CH3:2])[CH3:3]. (2) Reactant: [CH3:1][C:2]1([CH3:34])[CH2:7][CH2:6][CH:5]([C:8]2[S:33][C:11]3[N:12]=[C:13]([CH3:32])[N:14]=[C:15]([CH2:16][N:17]4[CH2:22][CH2:21][N:20](C(OC(C)(C)C)=O)[CH2:19][C:18]4([CH3:31])[CH3:30])[C:10]=3[CH:9]=2)[CH2:4][CH2:3]1.Cl.CCOC(C)=O. Product: [CH3:1][C:2]1([CH3:34])[CH2:7][CH2:6][CH:5]([C:8]2[S:33][C:11]3[N:12]=[C:13]([CH3:32])[N:14]=[C:15]([CH2:16][N:17]4[CH2:22][CH2:21][NH:20][CH2:19][C:18]4([CH3:30])[CH3:31])[C:10]=3[CH:9]=2)[CH2:4][CH2:3]1. The catalyst class is: 12. (3) Reactant: C1C=C(Cl)C=C(C(OO)=O)C=1.[Cl:12][C:13]1[CH:18]=[CH:17][CH:16]=[C:15]([Cl:19])[C:14]=1[N:20]1[CH:31]=[C:30]([C:32]2[CH:33]=[N:34][CH:35]=[CH:36][CH:37]=2)[C:23]2[N:24]=[C:25](SC)[N:26]=[CH:27][C:22]=2[C:21]1=[O:38].CCN(C(C)C)C(C)C.[NH2:48][C:49]1[CH:54]=[CH:53][C:52]([N:55]2[CH2:60][CH2:59][N:58]([C:61]([O:63][C:64]([CH3:67])([CH3:66])[CH3:65])=[O:62])[CH2:57][CH2:56]2)=[CH:51][CH:50]=1. The catalyst class is: 390. Product: [Cl:12][C:13]1[CH:18]=[CH:17][CH:16]=[C:15]([Cl:19])[C:14]=1[N:20]1[CH:31]=[C:30]([C:32]2[CH:33]=[N:34][CH:35]=[CH:36][CH:37]=2)[C:23]2[N:24]=[C:25]([NH:48][C:49]3[CH:54]=[CH:53][C:52]([N:55]4[CH2:60][CH2:59][N:58]([C:61]([O:63][C:64]([CH3:67])([CH3:66])[CH3:65])=[O:62])[CH2:57][CH2:56]4)=[CH:51][CH:50]=3)[N:26]=[CH:27][C:22]=2[C:21]1=[O:38]. (4) Reactant: [NH2:1][C:2]1[C:3]([NH:20][CH3:21])=[CH:4][C:5]([N:10]2[CH2:15][CH2:14][CH:13]([C:16]([F:19])([F:18])[F:17])[CH2:12][CH2:11]2)=[C:6]([CH:9]=1)[C:7]#[N:8].[Cl:22][C:23]1[CH:39]=[CH:38][C:26]([CH2:27][NH:28][C:29]([C:31]2([C:34]([F:37])([F:36])[F:35])[CH2:33][CH2:32]2)=[O:30])=[CH:25][C:24]=1[N:40]=[C:41]=S.CC(C)N=C=NC(C)C. Product: [Cl:22][C:23]1[CH:39]=[CH:38][C:26]([CH2:27][NH:28][C:29]([C:31]2([C:34]([F:37])([F:36])[F:35])[CH2:33][CH2:32]2)=[O:30])=[CH:25][C:24]=1[NH:40][C:41]1[N:20]([CH3:21])[C:3]2[CH:4]=[C:5]([N:10]3[CH2:15][CH2:14][CH:13]([C:16]([F:19])([F:17])[F:18])[CH2:12][CH2:11]3)[C:6]([C:7]#[N:8])=[CH:9][C:2]=2[N:1]=1. The catalyst class is: 3. (5) Reactant: [N:1]1([C:5]2[C:14]3[C:9](=[N:10][C:11](Cl)=[C:12]([Cl:15])[N:13]=3)[N:8]=[C:7]([Cl:17])[N:6]=2)[CH2:4][CH2:3][CH2:2]1.C(N(C(C)C)CC)(C)C.[CH2:27]([NH2:34])[C:28]1[CH:33]=[CH:32][CH:31]=[CH:30][CH:29]=1. Product: [N:1]1([C:5]2[C:14]3[C:9](=[N:10][C:11]([NH:34][CH2:27][C:28]4[CH:33]=[CH:32][CH:31]=[CH:30][CH:29]=4)=[C:12]([Cl:15])[N:13]=3)[N:8]=[C:7]([Cl:17])[N:6]=2)[CH2:4][CH2:3][CH2:2]1. The catalyst class is: 12.